From a dataset of hERG Central: cardiac toxicity at 1µM, 10µM, and general inhibition. Predict hERG channel inhibition at various concentrations. (1) The compound is CCOc1ccc(S(=O)(=O)N2CCOCC2)cc1NC(=O)CN1C(=O)NC(CC)(c2ccccc2)C1=O. Results: hERG_inhib (hERG inhibition (general)): blocker. (2) The compound is CN1CC2(C(=O)c3ccccc3)CN(C)CC(C(=O)c3ccccc3)(C1)C2. Results: hERG_inhib (hERG inhibition (general)): blocker. (3) The compound is CCOC(=O)C1(CCOc2ccccc2)CCN(Cc2ccc(C#CCCO)cc2)CC1. Results: hERG_inhib (hERG inhibition (general)): blocker.